Dataset: Forward reaction prediction with 1.9M reactions from USPTO patents (1976-2016). Task: Predict the product of the given reaction. (1) Given the reactants C([Si](C)(C)[O:6][CH2:7][CH2:8][N:9]([S:41]([CH3:44])(=[O:43])=[O:42])[CH:10]1[CH2:15][CH2:14][CH:13]([NH:16][C:17]2[N:22]=[C:21]([N:23]3[C:31]4[C:26](=[C:27]([N:32]5[CH2:37][CH2:36][N:35]([C:38](=[O:40])[CH3:39])[CH2:34][CH2:33]5)[CH:28]=[CH:29][CH:30]=4)[CH:25]=[CH:24]3)[CH:20]=[CH:19][N:18]=2)[CH2:12][CH2:11]1)(C)(C)C.CCCC[N+](CCCC)(CCCC)CCCC.[F-], predict the reaction product. The product is: [C:38]([N:35]1[CH2:36][CH2:37][N:32]([C:27]2[CH:28]=[CH:29][CH:30]=[C:31]3[C:26]=2[CH:25]=[CH:24][N:23]3[C:21]2[CH:20]=[CH:19][N:18]=[C:17]([NH:16][CH:13]3[CH2:12][CH2:11][CH:10]([N:9]([CH2:8][CH2:7][OH:6])[S:41]([CH3:44])(=[O:43])=[O:42])[CH2:15][CH2:14]3)[N:22]=2)[CH2:33][CH2:34]1)(=[O:40])[CH3:39]. (2) Given the reactants [F:1][C:2]1[CH:3]=[C:4]([N:8]2[C@@:12]3([CH2:17][CH2:16][N:15](C(OCC4C=CC=CC=4)=O)[C@@H:14]([CH3:28])[CH2:13]3)[CH:11]=[CH:10][S:9]2(=[O:30])=[O:29])[CH:5]=[CH:6][CH:7]=1.Cl.ClCCl.[OH-].[Na+], predict the reaction product. The product is: [F:1][C:2]1[CH:3]=[C:4]([N:8]2[C@@:12]3([CH2:17][CH2:16][NH:15][C@@H:14]([CH3:28])[CH2:13]3)[CH:11]=[CH:10][S:9]2(=[O:30])=[O:29])[CH:5]=[CH:6][CH:7]=1. (3) Given the reactants [OH:1][C@H:2]1[CH2:10][C:9]2[C:4](=[CH:5][CH:6]=[CH:7][CH:8]=2)[C@@H:3]1[N:11]1[CH2:16][CH2:15][CH2:14][C@@H:13]([NH:17]C(=O)OC(C)(C)C)[CH2:12]1.[Cl:25][C:26]1[CH:27]=[C:28]([CH:31]=[CH:32][C:33]=1O)[C:29]#[N:30].C1C=CC(P(C2C=CC=CC=2)C2C=CC=CC=2)=CC=1.N(C(OC(C)C)=O)=NC(OC(C)C)=O, predict the reaction product. The product is: [NH2:17][C@@H:13]1[CH2:14][CH2:15][CH2:16][N:11]([C@@H:3]2[CH2:4][C:9]3[C:10](=[CH:5][CH:6]=[CH:7][CH:8]=3)[C@H:2]2[O:1][C:33]2[CH:32]=[CH:31][C:28]([C:29]#[N:30])=[CH:27][C:26]=2[Cl:25])[CH2:12]1. (4) Given the reactants [CH2:1]([C:3]1[C:11]2[C:6](=[N:7][CH:8]=[CH:9][C:10]=2[O:12][C:13]2[CH:19]=[CH:18][C:16]([NH2:17])=[CH:15][C:14]=2[F:20])[NH:5][CH:4]=1)[CH3:2].[Cl:21][C:22]1[CH:27]=[C:26](Cl)[N:25]=[C:24]([NH2:29])[N:23]=1.Cl.[OH-].[Na+], predict the reaction product. The product is: [Cl:21][C:22]1[N:23]=[C:24]([NH2:29])[N:25]=[C:26]([NH:17][C:16]2[CH:18]=[CH:19][C:13]([O:12][C:10]3[CH:9]=[CH:8][N:7]=[C:6]4[NH:5][CH:4]=[C:3]([CH2:1][CH3:2])[C:11]=34)=[C:14]([F:20])[CH:15]=2)[CH:27]=1. (5) Given the reactants [Cl:1][C:2]1[CH:7]=[CH:6][CH:5]=[CH:4][C:3]=1[S:8]([N:11]1[CH2:16][CH2:15][CH2:14][C@@H:13]([C:17]([OH:19])=O)[CH2:12]1)(=[O:10])=[O:9].Cl.[CH3:21][CH:22]1[CH2:26][CH2:25][CH2:24][CH:23]1[NH2:27], predict the reaction product. The product is: [CH3:21][CH:22]1[CH2:26][CH2:25][CH2:24][CH:23]1[NH:27][C:17]([C@H:13]1[CH2:14][CH2:15][CH2:16][N:11]([S:8]([C:3]2[CH:4]=[CH:5][CH:6]=[CH:7][C:2]=2[Cl:1])(=[O:9])=[O:10])[CH2:12]1)=[O:19]. (6) Given the reactants Cl[S:2]([C:5]1[CH:14]=[CH:13][C:12]2[NH:11][C:10](=[O:15])[C:9]3[NH:16][CH:17]=[C:18]([C:19]([OH:21])=[O:20])[C:8]=3[C:7]=2[CH:6]=1)(=[O:4])=[O:3].S([O-])([O-])=O.[Na+].[Na+].P([O-])([O-])([O-])=O.[Na+].[Na+].[Na+].[Cl:36][C:37]1[CH:44]=[CH:43][CH:42]=[C:41]([Cl:45])[C:38]=1[CH2:39]Br, predict the reaction product. The product is: [Cl:36][C:37]1[CH:44]=[CH:43][CH:42]=[C:41]([Cl:45])[C:38]=1[CH2:39][S:2]([C:5]1[CH:14]=[CH:13][C:12]2[NH:11][C:10](=[O:15])[C:9]3[NH:16][CH:17]=[CH:18][C:8]=3[C:7]=2[CH:6]=1)(=[O:3])=[O:4].[CH2:18]([C:19]([O-:21])=[O:20])[CH3:17].